This data is from Full USPTO retrosynthesis dataset with 1.9M reactions from patents (1976-2016). The task is: Predict the reactants needed to synthesize the given product. (1) Given the product [C:15]1([C:8]2([N:21]3[CH2:25][CH2:24][CH2:23][CH2:22]3)[CH2:9][CH2:10][C:5]3([O:4][CH2:3][CH2:2][O:1]3)[CH2:6][CH2:7]2)[CH:20]=[CH:19][CH:18]=[CH:17][CH:16]=1, predict the reactants needed to synthesize it. The reactants are: [O:1]1[C:5]2([CH2:10][CH2:9][C:8](=O)[CH2:7][CH2:6]2)[O:4][CH2:3][CH2:2]1.N1[C:16]2[CH:17]=[CH:18][CH:19]=[CH:20][C:15]=2N=N1.[NH:21]1[CH2:25][CH2:24][CH2:23][CH2:22]1.O. (2) Given the product [C:1]([C:3]1[CH:4]=[C:5]([CH:19]=[C:20]([S:38][CH2:36][CH3:37])[C:21]=1[OH:22])[C:6]([N:8]1[C:12]2[CH:13]=[CH:14][CH:15]=[CH:16][C:11]=2[S:10](=[O:18])(=[O:17])[CH2:9]1)=[O:7])#[N:2], predict the reactants needed to synthesize it. The reactants are: [C:1]([C:3]1[CH:4]=[C:5]([CH:19]=[C:20](I)[C:21]=1[OH:22])[C:6]([N:8]1[C:12]2[CH:13]=[CH:14][CH:15]=[CH:16][C:11]=2[S:10](=[O:18])(=[O:17])[CH2:9]1)=[O:7])#[N:2].N1C=CC=CC=1C1C=CC=CN=1.[CH2:36]([S:38]SCC)[CH3:37]. (3) Given the product [CH:23]1([CH2:26][NH:27][C:14]([C:7]2[C:8]3=[N:9][CH:10]=[CH:11][CH:12]=[C:13]3[N:5]([CH2:4][C:3]3[C:17]([O:21][CH3:22])=[CH:18][CH:19]=[CH:20][C:2]=3[F:1])[CH:6]=2)=[O:15])[CH2:25][CH2:24]1, predict the reactants needed to synthesize it. The reactants are: [F:1][C:2]1[CH:20]=[CH:19][CH:18]=[C:17]([O:21][CH3:22])[C:3]=1[CH2:4][N:5]1[C:13]2[C:8](=[N:9][CH:10]=[CH:11][CH:12]=2)[C:7]([C:14](O)=[O:15])=[CH:6]1.[CH:23]1([CH2:26][NH2:27])[CH2:25][CH2:24]1.CCCP1(OP(CCC)(=O)OP(CCC)(=O)O1)=O. (4) Given the product [F:14][C:2]([F:1])([F:15])[C:3]1[CH:13]=[N:12][C:6]2[O:7][CH2:8][CH2:9][NH:10][C:5]=2[CH:4]=1, predict the reactants needed to synthesize it. The reactants are: [F:1][C:2]([F:15])([F:14])[C:3]1[CH:13]=[N:12][C:6]2[O:7][CH2:8][C:9](=O)[NH:10][C:5]=2[CH:4]=1.[H-].[Al+3].[Li+].[H-].[H-].[H-].O.C(=O)([O-])O.[Na+]. (5) The reactants are: C(OC([N:8]1[CH2:12][C:11]([F:14])([F:13])[CH2:10][C@@H:9]1[C:15]1[CH:20]=[CH:19][CH:18]=[C:17]([F:21])[CH:16]=1)=O)(C)(C)C.C(O)(C(F)(F)F)=O.C([O-])(O)=O.[Na+]. Given the product [F:14][C:11]1([F:13])[CH2:12][NH:8][C@@H:9]([C:15]2[CH:20]=[CH:19][CH:18]=[C:17]([F:21])[CH:16]=2)[CH2:10]1, predict the reactants needed to synthesize it. (6) Given the product [CH2:1]([N:5]1[C:13]2[N:12]=[C:11]([Cl:14])[NH:10][C:9]=2[C:8](=[O:15])[N:7]([CH2:16][CH2:17][CH2:18][C:19]2[O:21][N:35]=[C:34]([CH2:33][C:28]3[CH:29]=[C:30]([Cl:32])[CH:31]=[C:26]([Cl:25])[CH:27]=3)[N:37]=2)[C:6]1=[O:24])[CH2:2][CH2:3][CH3:4], predict the reactants needed to synthesize it. The reactants are: [CH2:1]([N:5]1[C:13]2[N:12]=[C:11]([Cl:14])[NH:10][C:9]=2[C:8](=[O:15])[N:7]([CH2:16][CH2:17][CH2:18][C:19]([O:21]CC)=O)[C:6]1=[O:24])[CH2:2][CH2:3][CH3:4].[Cl:25][C:26]1[CH:27]=[C:28]([CH2:33]/[C:34](=[N:37]/[H])/[NH:35]O)[CH:29]=[C:30]([Cl:32])[CH:31]=1.[O-]CC.[Na+]. (7) Given the product [F:1][C:2]1[CH:3]=[C:4]([NH:10][C:11]2[C:16]([C:17]3[N:22]=[C:21]([CH3:23])[N:20]=[C:19]([NH2:24])[N:18]=3)=[CH:15][C:14]([C:43]([N:46]3[CH2:51][CH2:50][O:49][CH2:48][CH2:47]3)([CH3:45])[CH3:44])=[CH:13][N:12]=2)[CH:5]=[N:6][C:7]=1[O:8][CH3:9], predict the reactants needed to synthesize it. The reactants are: [F:1][C:2]1[CH:3]=[C:4]([NH:10][C:11]2[C:16]([C:17]3[N:22]=[C:21]([CH3:23])[N:20]=[C:19]([N:24](CC4C=CC(OC)=CC=4)CC4C=CC(OC)=CC=4)[N:18]=3)=[CH:15][C:14]([C:43]([N:46]3[CH2:51][CH2:50][O:49][CH2:48][CH2:47]3)([CH3:45])[CH3:44])=[CH:13][N:12]=2)[CH:5]=[N:6][C:7]=1[O:8][CH3:9].FC(F)(F)S(O)(=O)=O.[OH-].[Na+]. (8) Given the product [C:6]([C:8]1[C:16]2[C:11](=[CH:12][CH:13]=[CH:14][CH:15]=2)[N:10]([C:17]2[N:18]=[CH:19][C:20]3[C:25]([CH:26]=2)=[CH:24][CH:23]=[CH:22][CH:21]=3)[CH:9]=1)([OH:7])=[O:5], predict the reactants needed to synthesize it. The reactants are: O.[OH-].[Li+].C[O:5][C:6]([C:8]1[C:16]2[C:11](=[CH:12][CH:13]=[CH:14][CH:15]=2)[N:10]([C:17]2[N:18]=[CH:19][C:20]3[C:25]([CH:26]=2)=[CH:24][CH:23]=[CH:22][CH:21]=3)[CH:9]=1)=[O:7].Cl. (9) Given the product [O:17]1[CH2:18][CH2:19][N:20]([CH2:23][C:24]2[CH:25]=[CH:26][C:27]([O:28][CH2:29][CH2:30][CH2:31][CH2:32][CH2:33][CH2:34][NH:35][C:4]3[C:5](=[O:16])[C:6](=[O:15])[C:7]=3[NH:8][C:9]3[CH:10]=[N:11][CH:12]=[CH:13][CH:14]=3)=[CH:36][CH:37]=2)[CH2:21][CH2:22]1, predict the reactants needed to synthesize it. The reactants are: C(O[C:4]1[C:5](=[O:16])[C:6](=[O:15])[C:7]=1[NH:8][C:9]1[CH:10]=[N:11][CH:12]=[CH:13][CH:14]=1)C.[O:17]1[CH2:22][CH2:21][N:20]([CH2:23][C:24]2[CH:37]=[CH:36][C:27]([O:28][CH2:29][CH2:30][CH2:31][CH2:32][CH2:33][CH2:34][NH2:35])=[CH:26][CH:25]=2)[CH2:19][CH2:18]1. (10) Given the product [F:36][C:37]([C:41]1[N:28]([C:5]2[N:4]=[C:3]3[C:8]([N:9]=[C:10]([CH2:11][N:12]4[CH2:13][CH2:14][CH:15]([CH:18]5[CH2:21][O:20][CH2:19]5)[CH2:16][CH2:17]4)[N:2]3[CH3:1])=[C:7]([N:22]3[CH2:23][CH2:24][O:25][CH2:26][CH2:27]3)[N:6]=2)[C:29]2[CH:34]=[CH:33][CH:32]=[CH:31][C:30]=2[N:35]=1)([F:42])[CH3:38], predict the reactants needed to synthesize it. The reactants are: [CH3:1][N:2]1[C:10]([CH2:11][N:12]2[CH2:17][CH2:16][CH:15]([CH:18]3[CH2:21][O:20][CH2:19]3)[CH2:14][CH2:13]2)=[N:9][C:8]2[C:3]1=[N:4][C:5]([NH:28][C:29]1[C:30]([NH2:35])=[CH:31][CH:32]=[CH:33][CH:34]=1)=[N:6][C:7]=2[N:22]1[CH2:27][CH2:26][O:25][CH2:24][CH2:23]1.[F:36][C:37]([F:42])([CH3:41])[C:38](O)=O.CCN(C(C)C)C(C)C.CN(C(ON1N=NC2C=CC=NC1=2)=[N+](C)C)C.F[P-](F)(F)(F)(F)F.